From a dataset of Peptide-MHC class I binding affinity with 185,985 pairs from IEDB/IMGT. Regression. Given a peptide amino acid sequence and an MHC pseudo amino acid sequence, predict their binding affinity value. This is MHC class I binding data. (1) The peptide sequence is ETLDVFGPI. The MHC is HLA-A02:19 with pseudo-sequence HLA-A02:19. The binding affinity (normalized) is 0.196. (2) The peptide sequence is RQILDNAAK. The MHC is HLA-A31:01 with pseudo-sequence HLA-A31:01. The binding affinity (normalized) is 0.352.